Dataset: Full USPTO retrosynthesis dataset with 1.9M reactions from patents (1976-2016). Task: Predict the reactants needed to synthesize the given product. Given the product [CH3:1][O:2][C:3](=[O:19])[C:4]([O:7][C:8]1[CH:13]=[C:12]([CH3:14])[C:11]([SH:15])=[CH:10][C:9]=1[CH3:18])([CH3:6])[CH3:5], predict the reactants needed to synthesize it. The reactants are: [CH3:1][O:2][C:3](=[O:19])[C:4]([O:7][C:8]1[CH:13]=[C:12]([CH3:14])[C:11]([S:15]C#N)=[CH:10][C:9]=1[CH3:18])([CH3:6])[CH3:5].P([O-])(O)(O)=O.[K+].O.SC[C@H]([C@@H](CS)O)O.